From a dataset of Peptide-MHC class I binding affinity with 185,985 pairs from IEDB/IMGT. Regression. Given a peptide amino acid sequence and an MHC pseudo amino acid sequence, predict their binding affinity value. This is MHC class I binding data. (1) The peptide sequence is PQVPLRPMTY. The MHC is HLA-B35:03 with pseudo-sequence HLA-B35:03. The binding affinity (normalized) is 0.0209. (2) The peptide sequence is TSPKWVQVCSR. The MHC is H-2-Db with pseudo-sequence H-2-Db. The binding affinity (normalized) is 0. (3) The peptide sequence is QTEPKTSVV. The MHC is HLA-A01:01 with pseudo-sequence HLA-A01:01. The binding affinity (normalized) is 0.103. (4) The peptide sequence is FGALFMWLL. The MHC is HLA-B58:01 with pseudo-sequence HLA-B58:01. The binding affinity (normalized) is 0.213. (5) The peptide sequence is QRAAMAAQL. The MHC is HLA-A02:02 with pseudo-sequence HLA-A02:02. The binding affinity (normalized) is 0.208.